Dataset: Catalyst prediction with 721,799 reactions and 888 catalyst types from USPTO. Task: Predict which catalyst facilitates the given reaction. (1) Reactant: [CH2:1]([N:8]1[CH2:13][CH2:12][N:11]([C:14]([O:16][C:17]([CH3:20])([CH3:19])[CH3:18])=[O:15])[CH2:10][C@H:9]1[CH2:21][OH:22])[C:2]1[CH:7]=[CH:6][CH:5]=[CH:4][CH:3]=1.O[C:24]1[CH:31]=[CH:30][C:27]([C:28]#[N:29])=[CH:26][CH:25]=1.C1(P(C2C=CC=CC=2)C2C=CC=CC=2)C=CC=CC=1.CCOC(/N=N/C(OCC)=O)=O. Product: [CH2:1]([N:8]1[CH2:13][CH2:12][N:11]([C:14]([O:16][C:17]([CH3:18])([CH3:19])[CH3:20])=[O:15])[CH2:10][C@H:9]1[CH2:21][O:22][C:24]1[CH:31]=[CH:30][C:27]([C:28]#[N:29])=[CH:26][CH:25]=1)[C:2]1[CH:7]=[CH:6][CH:5]=[CH:4][CH:3]=1. The catalyst class is: 11. (2) Reactant: OO.O.[OH-].[Li+].[CH2:6]([S:26][C@@H:27]([CH2:43][CH3:44])[C:28](N1[C@@H](C)[C@@H](C2C=CC=CC=2)OC1=O)=[O:29])[CH2:7][CH2:8][CH2:9]/[CH:10]=[CH:11]\[CH2:12]/[CH:13]=[CH:14]\[CH2:15]/[CH:16]=[CH:17]\[CH2:18]/[CH:19]=[CH:20]\[CH2:21]/[CH:22]=[CH:23]\[CH2:24][CH3:25].[O-:45]S([O-])=O.[Na+].[Na+].Cl. Product: [CH2:6]([S:26][C@@H:27]([CH2:43][CH3:44])[C:28]([OH:29])=[O:45])[CH2:7][CH2:8][CH2:9]/[CH:10]=[CH:11]\[CH2:12]/[CH:13]=[CH:14]\[CH2:15]/[CH:16]=[CH:17]\[CH2:18]/[CH:19]=[CH:20]\[CH2:21]/[CH:22]=[CH:23]\[CH2:24][CH3:25]. The catalyst class is: 30. (3) Reactant: N1CCCCC1.[CH3:7][C:8]1[N:9]=[CH:10][NH:11][C:12]=1[N+:13]([O-:15])=[O:14].[S:16]1[CH:20]=[CH:19][CH:18]=[C:17]1[CH:21]=O.CN(C=O)C. Product: [N+:13]([C:12]1[NH:11][CH:10]=[N:9][C:8]=1/[CH:7]=[CH:21]/[C:17]1[S:16][CH:20]=[CH:19][CH:18]=1)([O-:15])=[O:14]. The catalyst class is: 41. (4) Reactant: [N:1]([C@H:4]1[C@@H:8]([C@H:9]2[CH2:13][O:12][C:11]([CH3:15])([CH3:14])[O:10]2)[O:7][C:6](=[O:16])[C@@H:5]1[OH:17])=[N+:2]=[N-:3].N1C=CC=CC=1.[F:24][C:25]([F:38])([F:37])[S:26](O[S:26]([C:25]([F:38])([F:37])[F:24])(=[O:28])=[O:27])(=[O:28])=[O:27]. Product: [N:1]([C@@H:4]1[C@@H:8]([C@H:9]2[CH2:13][O:12][C:11]([CH3:14])([CH3:15])[O:10]2)[O:7][C:6](=[O:16])[C@@H:5]1[O:17][S:26]([C:25]([F:38])([F:37])[F:24])(=[O:28])=[O:27])=[N+:2]=[N-:3]. The catalyst class is: 4. (5) Reactant: [F:1][C:2]1[CH:22]=[C:21]([NH:23][C:24]([C:26]2([C:29](=[O:38])[NH:30][C:31]3[CH:36]=[CH:35][C:34]([F:37])=[CH:33][CH:32]=3)[CH2:28][CH2:27]2)=[O:25])[C:20]([F:39])=[CH:19][C:3]=1[O:4][C:5]1[CH:10]=[CH:9][N:8]=[C:7]([NH:11]C(=O)OC(C)(C)C)[CH:6]=1.C([O-])(O)=O.[Na+]. Product: [NH2:11][C:7]1[CH:6]=[C:5]([O:4][C:3]2[C:2]([F:1])=[CH:22][C:21]([NH:23][C:24]([C:26]3([C:29]([NH:30][C:31]4[CH:32]=[CH:33][C:34]([F:37])=[CH:35][CH:36]=4)=[O:38])[CH2:28][CH2:27]3)=[O:25])=[C:20]([F:39])[CH:19]=2)[CH:10]=[CH:9][N:8]=1. The catalyst class is: 2.